Regression. Given a peptide amino acid sequence and an MHC pseudo amino acid sequence, predict their binding affinity value. This is MHC class I binding data. From a dataset of Peptide-MHC class I binding affinity with 185,985 pairs from IEDB/IMGT. (1) The peptide sequence is ISLWGSLLK. The MHC is HLA-B51:01 with pseudo-sequence HLA-B51:01. The binding affinity (normalized) is 0.0847. (2) The peptide sequence is ITVLDIGDAYF. The MHC is Mamu-B01 with pseudo-sequence Mamu-B01. The binding affinity (normalized) is 0. (3) The peptide sequence is RVMANNVKKK. The MHC is HLA-A03:01 with pseudo-sequence HLA-A03:01. The binding affinity (normalized) is 0.571. (4) The peptide sequence is YDAPGWLIW. The MHC is HLA-B39:01 with pseudo-sequence HLA-B39:01. The binding affinity (normalized) is 0.213. (5) The peptide sequence is GPSHKARVL. The MHC is HLA-B18:01 with pseudo-sequence HLA-B18:01. The binding affinity (normalized) is 0. (6) The peptide sequence is DLFNRDKT. The MHC is H-2-Db with pseudo-sequence H-2-Db. The binding affinity (normalized) is 0.